This data is from Full USPTO retrosynthesis dataset with 1.9M reactions from patents (1976-2016). The task is: Predict the reactants needed to synthesize the given product. Given the product [CH2:1]([N:3]1[CH2:7][CH2:6][C:5]2([CH2:8][N:9]([CH2:12][CH2:13][C:14]3[CH:15]=[CH:16][C:17]([NH2:20])=[CH:18][CH:19]=3)[CH2:10][CH2:11]2)[CH2:4]1)[CH3:2], predict the reactants needed to synthesize it. The reactants are: [CH2:1]([N:3]1[CH2:7][CH2:6][C:5]2([CH2:11][CH2:10][N:9]([CH2:12][CH2:13][C:14]3[CH:19]=[CH:18][C:17]([N+:20]([O-])=O)=[CH:16][CH:15]=3)[CH2:8]2)[CH2:4]1)[CH3:2].